Dataset: Forward reaction prediction with 1.9M reactions from USPTO patents (1976-2016). Task: Predict the product of the given reaction. (1) Given the reactants [ClH:1].[N:2]1([C:11](=[O:36])/[CH:12]=[CH:13]/[C@@H:14]([NH:19][C:20]([C:22]2([NH:28]C(=O)OC(C)(C)C)[CH2:27][CH2:26][O:25][CH2:24][CH2:23]2)=[O:21])[CH2:15][CH:16]([CH3:18])[CH3:17])[C:10]2[C:5](=[CH:6][CH:7]=[CH:8][CH:9]=2)[CH2:4][CH2:3]1, predict the reaction product. The product is: [ClH:1].[NH2:28][C:22]1([C:20]([NH:19][C@@H:14]([CH2:15][CH:16]([CH3:18])[CH3:17])/[CH:13]=[CH:12]/[C:11]([N:2]2[C:10]3[C:5](=[CH:6][CH:7]=[CH:8][CH:9]=3)[CH2:4][CH2:3]2)=[O:36])=[O:21])[CH2:27][CH2:26][O:25][CH2:24][CH2:23]1. (2) The product is: [CH3:12][C:13]1[N:18]=[C:17]([C:19](=[O:21])[CH2:20][C:2]2[CH:3]=[C:4]3[C:9](=[CH:10][CH:11]=2)[N:8]=[CH:7][CH:6]=[CH:5]3)[CH:16]=[CH:15][CH:14]=1. Given the reactants Cl[C:2]1[CH:3]=[C:4]2[C:9](=[CH:10][CH:11]=1)[N:8]=[CH:7][CH:6]=[CH:5]2.[CH3:12][C:13]1[N:18]=[C:17]([C:19](=[O:21])[CH3:20])[CH:16]=[CH:15][CH:14]=1.CC(C)([O-])C.[K+].C(O)(=O)C, predict the reaction product.